From a dataset of Catalyst prediction with 721,799 reactions and 888 catalyst types from USPTO. Predict which catalyst facilitates the given reaction. Reactant: [Cl:1][C:2]1[C:3](I)=[N:4][C:5]([S:8][CH3:9])=[N:6][CH:7]=1.[Br-].[CH3:12][C:13]1[C:14]([Zn+])=[N:15][CH:16]=[CH:17][CH:18]=1.CCOC(C)=O.O. Product: [Cl:1][C:2]1[C:3]([C:14]2[C:13]([CH3:12])=[CH:18][CH:17]=[CH:16][N:15]=2)=[N:4][C:5]([S:8][CH3:9])=[N:6][CH:7]=1. The catalyst class is: 176.